Dataset: Catalyst prediction with 721,799 reactions and 888 catalyst types from USPTO. Task: Predict which catalyst facilitates the given reaction. (1) Reactant: [C:1]([C:3]1[C:8]2[N:9]=[C:10]([N:12]3[CH2:17][CH2:16][CH:15]([C:18]([O:20][CH2:21][CH3:22])=[O:19])[CH2:14][CH2:13]3)[O:11][C:7]=2[C:6](F)=[C:5]([C:24]2[CH:29]=[CH:28][CH:27]=[CH:26][CH:25]=2)[C:4]=1[CH3:30])#[N:2].C(N(CC)CC)C.[CH3:38][N:39]([CH3:45])[C@H:40]1[CH2:44][CH2:43][NH:42][CH2:41]1. Product: [C:1]([C:3]1[C:8]2[N:9]=[C:10]([N:12]3[CH2:17][CH2:16][CH:15]([C:18]([O:20][CH2:21][CH3:22])=[O:19])[CH2:14][CH2:13]3)[O:11][C:7]=2[C:6]([N:42]2[CH2:43][CH2:44][C@H:40]([N:39]([CH3:45])[CH3:38])[CH2:41]2)=[C:5]([C:24]2[CH:29]=[CH:28][CH:27]=[CH:26][CH:25]=2)[C:4]=1[CH3:30])#[N:2]. The catalyst class is: 16. (2) Reactant: Br[C:2]1[CH:7]=[CH:6][N:5]=[C:4]([NH:8][CH2:9][CH:10]([OH:22])[CH2:11][N:12]2[CH2:21][CH2:20][C:19]3[C:14](=[CH:15][CH:16]=[CH:17][CH:18]=3)[CH2:13]2)[CH:3]=1.[CH3:23][N:24]1[C:28]2[CH:29]=[C:30](B3OC(C)(C)C(C)(C)O3)[CH:31]=[CH:32][C:27]=2[N:26]=[CH:25]1.C([O-])([O-])=O.[Na+].[Na+].O. Product: [CH2:13]1[C:14]2[C:19](=[CH:18][CH:17]=[CH:16][CH:15]=2)[CH2:20][CH2:21][N:12]1[CH2:11][CH:10]([OH:22])[CH2:9][NH:8][C:4]1[CH:3]=[C:2]([C:30]2[CH:31]=[CH:32][C:27]3[N:26]=[CH:25][N:24]([CH3:23])[C:28]=3[CH:29]=2)[CH:7]=[CH:6][N:5]=1. The catalyst class is: 117. (3) Reactant: [F:1][C:2]1[CH:7]=[CH:6][C:5]([S:8][CH2:9][CH2:10][CH2:11][C:12]([OH:14])=O)=[CH:4][CH:3]=1.NC1C=CC=C2C=1N=CC=C2.[F:26][C:27]1[CH:32]=[CH:31][C:30]([S:33][CH2:34][CH2:35][CH2:36][C:37]([NH:39][C:40]2[CH:41]=[CH:42][CH:43]=[C:44]3[C:49]=2[N:48]=[CH:47][CH:46]=[CH:45]3)=[O:38])=[CH:29][CH:28]=1.[H-].[Na+].IC. Product: [F:26][C:27]1[CH:32]=[CH:31][C:30]([S:33][CH2:34][CH2:35][CH2:36][C:37]([NH:39][C:40]2[CH:41]=[CH:42][CH:43]=[C:44]3[C:49]=2[N:48]=[CH:47][CH:46]=[CH:45]3)=[O:38])=[CH:29][CH:28]=1.[F:1][C:2]1[CH:3]=[CH:4][C:5]([S:8][CH2:9][CH2:10][CH2:11][C:12]([N:39]([CH3:37])[C:40]2[CH:41]=[CH:42][CH:43]=[C:44]3[C:49]=2[N:48]=[CH:47][CH:46]=[CH:45]3)=[O:14])=[CH:6][CH:7]=1. The catalyst class is: 35.